This data is from Forward reaction prediction with 1.9M reactions from USPTO patents (1976-2016). The task is: Predict the product of the given reaction. (1) Given the reactants [Si:1]([O:8][CH2:9][C:10]1([CH2:27][O:28][Si:29]([C:32]([CH3:35])([CH3:34])[CH3:33])([CH3:31])[CH3:30])[O:15][C:14]2[CH:16]=[CH:17][C:18]([N+:20]([O-:22])=[O:21])=[CH:19][C:13]=2[N:12]2[C:23](=[O:26])[NH:24][N:25]=[C:11]12)([C:4]([CH3:7])([CH3:6])[CH3:5])([CH3:3])[CH3:2].IC.[C:38](=O)([O-])[O-].[Cs+].[Cs+].O, predict the reaction product. The product is: [Si:29]([O:28][CH2:27][C:10]1([CH2:9][O:8][Si:1]([C:4]([CH3:5])([CH3:6])[CH3:7])([CH3:3])[CH3:2])[O:15][C:14]2[CH:16]=[CH:17][C:18]([N+:20]([O-:22])=[O:21])=[CH:19][C:13]=2[N:12]2[C:23](=[O:26])[N:24]([CH3:38])[N:25]=[C:11]12)([C:32]([CH3:35])([CH3:34])[CH3:33])([CH3:31])[CH3:30]. (2) Given the reactants [CH2:1]([O:8][C:9]1[C:17]2[N:16]=[C:15]([C:18]([F:21])([F:20])[F:19])[NH:14][C:13]=2[CH:12]=[C:11]([Br:22])[CH:10]=1)[C:2]1[CH:7]=[CH:6][CH:5]=[CH:4][CH:3]=1.[C:23](=O)([O-])[O-].[K+].[K+].CI, predict the reaction product. The product is: [CH2:1]([O:8][C:9]1[C:17]2[N:16]=[C:15]([C:18]([F:21])([F:19])[F:20])[N:14]([CH3:23])[C:13]=2[CH:12]=[C:11]([Br:22])[CH:10]=1)[C:2]1[CH:3]=[CH:4][CH:5]=[CH:6][CH:7]=1. (3) Given the reactants C([N:8](CC1C=CC=CC=1)[C:9]1[CH:18]=[CH:17][CH:16]=C[C:10]=1[C:11](OC)=[O:12])C1C=CC=CC=1.[Cl-].[Li+].[CH:28]([Mg]Cl)(C)C.[CH3:33][C:34]([CH3:36])=[O:35].C(=O)([O-])O.[Na+], predict the reaction product. The product is: [NH2:8][C:9]1[CH:18]=[CH:17][CH:16]=[C:33]2[C:10]=1[C:11](=[O:12])[O:35][C:34]2([CH3:28])[CH3:36]. (4) Given the reactants [OH:1][C:2]1[CH:3]=[C:4]2[C:8](=[CH:9][CH:10]=1)[CH2:7][C@H:6]([NH:11][S:12]([CH:15]([CH3:17])[CH3:16])(=[O:14])=[O:13])[CH2:5]2.Br[C:19]1[CH:24]=[C:23]([CH3:25])[CH:22]=[CH:21][N:20]=1.C([O-])([O-])=O.[Cs+].[Cs+].CN(C)CC(O)=O, predict the reaction product. The product is: [CH3:25][C:23]1[CH:22]=[CH:21][N:20]=[C:19]([O:1][C:2]2[CH:3]=[C:4]3[C:8](=[CH:9][CH:10]=2)[CH2:7][C@H:6]([NH:11][S:12]([CH:15]([CH3:17])[CH3:16])(=[O:14])=[O:13])[CH2:5]3)[CH:24]=1. (5) Given the reactants [C:1]([OH:9])(=[O:8])[C:2]1[CH:7]=[CH:6][CH:5]=[CH:4][CH:3]=1.[NH2:10][C@@H:11]1[CH2:16][CH2:15][CH2:14][N:13]([C:17]2[N:22]([CH2:23][C:24]3[CH:31]=[CH:30][CH:29]=[CH:28][C:25]=3[C:26]#[N:27])[C:21](=[O:32])[N:20]([CH3:33])[C:19](=[O:34])[CH:18]=2)[CH2:12]1, predict the reaction product. The product is: [C:1]([OH:9])(=[O:8])[C:2]1[CH:7]=[CH:6][CH:5]=[CH:4][CH:3]=1.[NH2:10][CH:11]1[CH2:16][CH2:15][CH2:14][N:13]([C:17]2[N:22]([CH2:23][C:24]3[CH:31]=[CH:30][CH:29]=[CH:28][C:25]=3[C:26]#[N:27])[C:21](=[O:32])[N:20]([CH3:33])[C:19](=[O:34])[CH:18]=2)[CH2:12]1. (6) The product is: [CH3:18][C:2]1[NH:1][C:10]2[C:9]([C:12](=[O:15])[CH:3]=1)=[CH:8][CH:7]=[CH:6][CH:5]=2. Given the reactants [NH:1]1[C:10]2[C:5](=[CH:6][CH:7]=[CH:8][CH:9]=2)C=[CH:3][C:2]1=O.[C:12](=[O:15])([O-])[O-].[Cs+].[Cs+].[CH3:18]N(C=O)C.IC, predict the reaction product.